This data is from Catalyst prediction with 721,799 reactions and 888 catalyst types from USPTO. The task is: Predict which catalyst facilitates the given reaction. (1) Reactant: [C:1]([O:4][C@H:5]([C:34]1[CH:39]=[CH:38][C:37]([F:40])=[CH:36][CH:35]=1)[CH2:6][CH2:7][C@H:8]1[C:11](=[O:12])[N:10]([C:13]2[CH:18]=[CH:17][C:16]([O:19][S:20]([C:23]([F:26])([F:25])[F:24])(=[O:22])=[O:21])=[CH:15][CH:14]=2)[C@@H:9]1[C:27]1[CH:32]=[CH:31][C:30](I)=[CH:29][CH:28]=1)(=[O:3])[CH3:2].C([O:44][C:45]1([C:53]#[CH:54])C[O:49][C:48](C)([CH3:51])[O:47][CH2:46]1)(=O)C.C(N([CH2:60][CH3:61])CC)C.[OH2:62].CN([CH:66]=[O:67])C. Product: [C:1]([O:4][C@H:5]([C:34]1[CH:39]=[CH:38][C:37]([F:40])=[CH:36][CH:35]=1)[CH2:6][CH2:7][C@H:8]1[C:11](=[O:12])[N:10]([C:13]2[CH:18]=[CH:17][C:16]([O:19][S:20]([C:23]([F:26])([F:25])[F:24])(=[O:22])=[O:21])=[CH:15][CH:14]=2)[C@@H:9]1[C:27]1[CH:32]=[CH:31][C:30]([C:54]#[C:53][C:45]([CH2:66][O:67][C:60](=[O:62])[CH3:61])([OH:44])[CH2:46][O:47][C:48](=[O:49])[CH3:51])=[CH:29][CH:28]=1)(=[O:3])[CH3:2]. The catalyst class is: 205. (2) Reactant: [C:1]([O:5][C:6]1[CH:11]=[CH:10][C:9]([Cl:12])=[CH:8][CH:7]=1)(=[O:4])[CH:2]=[CH2:3].[N:13]1[CH:18]=[CH:17][CH:16]=[C:15]([CH:19]=[O:20])[CH:14]=1.C1N2CCN(CC2)C1. Product: [OH:20][CH:19]([C:15]1[CH:14]=[N:13][CH:18]=[CH:17][CH:16]=1)[C:2](=[CH2:3])[C:1]([O:5][C:6]1[CH:11]=[CH:10][C:9]([Cl:12])=[CH:8][CH:7]=1)=[O:4]. The catalyst class is: 4. (3) Reactant: Br[CH2:2][C:3](=O)[C:4]([OH:6])=[O:5].[NH2:8][C:9](=[S:15])[C:10]([O:12][CH2:13][CH3:14])=[O:11].O.C([O-])(O)=O.[Na+]. Product: [CH2:13]([O:12][C:10]([C:9]1[S:15][C:3]([C:4]([OH:6])=[O:5])=[CH:2][N:8]=1)=[O:11])[CH3:14]. The catalyst class is: 12.